From a dataset of Full USPTO retrosynthesis dataset with 1.9M reactions from patents (1976-2016). Predict the reactants needed to synthesize the given product. Given the product [Cl:1][C:2](=[CH2:13])[CH2:3][C:4]1([C:9]([OH:11])=[O:10])[CH2:8][CH2:7][CH2:6][CH2:5]1, predict the reactants needed to synthesize it. The reactants are: [Cl:1][C:2](=[CH2:13])[CH2:3][C:4]1([C:9]([O:11]C)=[O:10])[CH2:8][CH2:7][CH2:6][CH2:5]1.[OH-].[Na+].